Dataset: Forward reaction prediction with 1.9M reactions from USPTO patents (1976-2016). Task: Predict the product of the given reaction. (1) Given the reactants [CH2:1]([NH:8][S:9]([C:12]1[C:17]([Cl:18])=[CH:16][CH:15]=[C:14]([N+:19]([O-:21])=[O:20])[C:13]=1C(=O)C)(=[O:11])=[O:10])[C:2]1[CH:7]=[CH:6][CH:5]=[CH:4][CH:3]=1.Cl[Si](C)(C)C.C([OH:32])C, predict the reaction product. The product is: [CH2:1]([NH:8][S:9]([C:12]1[C:17]([Cl:18])=[CH:16][CH:15]=[C:14]([N+:19]([O-:21])=[O:20])[C:13]=1[OH:32])(=[O:11])=[O:10])[C:2]1[CH:7]=[CH:6][CH:5]=[CH:4][CH:3]=1. (2) Given the reactants C([Li])CCC.Br[C:7]1[CH:12]=[CH:11][C:10]([Cl:13])=[CH:9][C:8]=1[C:14]1([CH3:19])[O:18][CH2:17][CH2:16][O:15]1.CN([CH:23]=[O:24])C, predict the reaction product. The product is: [Cl:13][C:10]1[CH:11]=[CH:12][C:7]([CH:23]=[O:24])=[C:8]([C:14]2([CH3:19])[O:18][CH2:17][CH2:16][O:15]2)[CH:9]=1. (3) Given the reactants [F:1][C:2]1[CH:3]=[C:4]([C:29]2[C:30]([C:35]#[N:36])=[CH:31][CH:32]=[CH:33][CH:34]=2)[CH:5]=[CH:6][C:7]=1[CH2:8][C:9]1[C:10](=[O:28])[N:11]([C@H:21]2[CH2:26][CH2:25][C@H:24]([OH:27])[CH2:23][CH2:22]2)[C:12]2[N:13]([N:18]=[CH:19][N:20]=2)[C:14]=1[CH2:15][CH2:16][CH3:17].[CH2:37]([O:39][C:40](=[O:46])[C:41](=[N+]=[N-])[CH2:42][CH3:43])[CH3:38], predict the reaction product. The product is: [C:35]([C:30]1[CH:31]=[CH:32][CH:33]=[CH:34][C:29]=1[C:4]1[CH:5]=[CH:6][C:7]([CH2:8][C:9]2[C:10](=[O:28])[N:11]([C@H:21]3[CH2:26][CH2:25][C@H:24]([O:27][CH:41]([CH2:42][CH3:43])[C:40]([O:39][CH2:37][CH3:38])=[O:46])[CH2:23][CH2:22]3)[C:12]3[N:13]([N:18]=[CH:19][N:20]=3)[C:14]=2[CH2:15][CH2:16][CH3:17])=[C:2]([F:1])[CH:3]=1)#[N:36]. (4) Given the reactants [CH2:1]([O:3][C:4]([N:6]1[CH2:20][CH2:19][C:9]2[C:10]3[C:15](Cl)=[N:14][C:13]([CH3:17])=[N:12][C:11]=3[S:18][C:8]=2[CH2:7]1)=[O:5])[CH3:2].[H][H], predict the reaction product. The product is: [CH2:1]([O:3][C:4]([N:6]1[CH2:20][CH2:19][C:9]2[C:10]3[CH:15]=[N:14][C:13]([CH3:17])=[N:12][C:11]=3[S:18][C:8]=2[CH2:7]1)=[O:5])[CH3:2]. (5) Given the reactants [NH:1]1[CH2:6][CH2:5][O:4][CH2:3][CH2:2]1.[CH3:7][S:8](Cl)(=[O:10])=[O:9], predict the reaction product. The product is: [CH3:7][S:8]([N:1]1[CH2:6][CH2:5][O:4][CH2:3][CH2:2]1)(=[O:10])=[O:9]. (6) Given the reactants [CH3:1][N:2]=[C:3]=[S:4].[CH3:5][N:6]([CH:17]1[CH2:22][CH2:21][NH:20][CH2:19][CH2:18]1)[C:7](=[O:16])[O:8][CH2:9][C:10]1[CH:15]=[CH:14][CH:13]=[CH:12][CH:11]=1, predict the reaction product. The product is: [CH3:5][N:6]([CH:17]1[CH2:18][CH2:19][N:20]([C:3](=[S:4])[NH:2][CH3:1])[CH2:21][CH2:22]1)[C:7](=[O:16])[O:8][CH2:9][C:10]1[CH:15]=[CH:14][CH:13]=[CH:12][CH:11]=1. (7) Given the reactants [F:1][C:2]1[CH:7]=[C:6](B2OC(C)(C)C(C)(C)O2)[CH:5]=[CH:4][C:3]=1[C:17]1[N:18]=[CH:19][C:20]([NH2:23])=[N:21][CH:22]=1.Br[C:25]1[CH:30]=[CH:29][CH:28]=[CH:27][C:26]=1[S:31]([N:34]1[CH2:39][CH2:38][NH:37][C:36](=[O:40])[CH2:35]1)(=[O:33])=[O:32], predict the reaction product. The product is: [NH2:23][C:20]1[N:21]=[CH:22][C:17]([C:3]2[CH:4]=[CH:5][C:6]([C:25]3[CH:30]=[CH:29][CH:28]=[CH:27][C:26]=3[S:31]([N:34]3[CH2:39][CH2:38][NH:37][C:36](=[O:40])[CH2:35]3)(=[O:33])=[O:32])=[CH:7][C:2]=2[F:1])=[N:18][CH:19]=1. (8) Given the reactants [C:1]1([C:7]2[N:24]=[C:23](Cl)[C:22]3[C:9](=[CH:10][C:11]4[C:20]([CH:21]=3)=[CH:19][C:18]3[C:13](=[C:14](Cl)[N:15]=[C:16]([C:26]5[CH:31]=[CH:30][CH:29]=[CH:28][CH:27]=5)[CH:17]=3)[CH:12]=4)[CH:8]=2)[CH:6]=[CH:5][CH:4]=[CH:3][CH:2]=1.[C:33]1([Mg]Br)[CH:38]=[CH:37][CH:36]=[CH:35][CH:34]=1, predict the reaction product. The product is: [C:1]1([C:7]2[N:24]=[C:23]([C:33]3[CH:38]=[CH:37][CH:36]=[CH:35][CH:34]=3)[C:22]3[C:9](=[CH:10][C:11]4[C:20]([CH:21]=3)=[CH:19][C:18]3[C:13](=[C:14]([C:1]5[CH:6]=[CH:5][CH:4]=[CH:3][CH:2]=5)[N:15]=[C:16]([C:26]5[CH:31]=[CH:30][CH:29]=[CH:28][CH:27]=5)[CH:17]=3)[CH:12]=4)[CH:8]=2)[CH:6]=[CH:5][CH:4]=[CH:3][CH:2]=1. (9) Given the reactants Cl.[NH:2]1[CH2:7][CH2:6][CH:5]([C:8]([C:10]2[CH:11]=[N:12][CH:13]=[CH:14][CH:15]=2)=[O:9])[CH2:4][CH2:3]1.[C:16](O[C:16]([O:18][C:19]([CH3:22])([CH3:21])[CH3:20])=[O:17])([O:18][C:19]([CH3:22])([CH3:21])[CH3:20])=[O:17].CCN(CC)CC, predict the reaction product. The product is: [C:8]([CH:5]1[CH2:6][CH2:7][N:2]([C:16]([O:18][C:19]([CH3:22])([CH3:21])[CH3:20])=[O:17])[CH2:3][CH2:4]1)(=[O:9])[C:10]1[CH:15]=[CH:14][CH:13]=[N:12][CH:11]=1.